From a dataset of Full USPTO retrosynthesis dataset with 1.9M reactions from patents (1976-2016). Predict the reactants needed to synthesize the given product. (1) Given the product [F:1][C:2]([F:13])([F:12])[C:3]1[CH:8]=[CH:7][C:6]([C:21]2[CH:28]=[CH:27][C:24]([CH2:25][NH2:26])=[CH:23][CH:22]=2)=[CH:5][CH:4]=1, predict the reactants needed to synthesize it. The reactants are: [F:1][C:2]([F:13])([F:12])[C:3]1[CH:8]=[CH:7][C:6](B(O)O)=[CH:5][CH:4]=1.C(=O)([O-])[O-].[K+].[K+].Br[C:21]1[CH:28]=[CH:27][C:24]([CH2:25][NH2:26])=[CH:23][CH:22]=1.N#N. (2) Given the product [CH3:21][S:18]([N:17]([CH3:22])[C:12]1[C:11]([C:10]2[N:4]3[C:5]([CH:6]=[N:7][C:2]([NH:58][C:59]4[CH:64]=[CH:63][C:62]([CH:65]5[CH2:66][CH2:67][N:68]([CH2:71][C:72]([NH2:74])=[O:73])[CH2:69][CH2:70]5)=[CH:61][CH:60]=4)=[N:3]3)=[CH:8][CH:9]=2)=[CH:16][CH:15]=[CH:14][N:13]=1)(=[O:20])=[O:19], predict the reactants needed to synthesize it. The reactants are: O[C:2]1[N:7]=[CH:6][C:5]2=[CH:8][CH:9]=[C:10]([C:11]3[C:12]([N:17]([CH3:22])[S:18]([CH3:21])(=[O:20])=[O:19])=[N:13][CH:14]=[CH:15][CH:16]=3)[N:4]2[N:3]=1.CN(C)C=O.C(N(CC)C(C)C)(C)C.C1C=CC(N(S(C(F)(F)F)(=O)=O)S(C(F)(F)F)(=O)=O)=CC=1.[NH2:58][C:59]1[CH:64]=[CH:63][C:62]([CH:65]2[CH2:70][CH2:69][N:68]([CH2:71][C:72]([NH2:74])=[O:73])[CH2:67][CH2:66]2)=[CH:61][CH:60]=1. (3) Given the product [Cl:3][C:4]1[CH:13]=[C:8]([CH2:9][OH:10])[CH:7]=[N:6][CH:5]=1, predict the reactants needed to synthesize it. The reactants are: [BH4-].[Na+].[Cl:3][C:4]1[CH:5]=[N:6][CH:7]=[C:8]([CH:13]=1)[C:9](OC)=[O:10]. (4) Given the product [OH:14][CH2:13][CH2:12][N:11]([CH3:10])[C:2]1[CH:9]=[CH:8][CH:7]=[CH:6][C:3]=1[C:4]#[N:5], predict the reactants needed to synthesize it. The reactants are: F[C:2]1[CH:9]=[CH:8][CH:7]=[CH:6][C:3]=1[C:4]#[N:5].[CH3:10][NH:11][CH2:12][CH2:13][OH:14]. (5) Given the product [ClH:1].[C:2]1(=[C:8]2[C:12]3[C:13]([CH3:33])=[C:14]([N:19]4[CH2:20][CH2:21][N:22]([C:25]5[CH:26]=[CH:27][C:28]([O:31][CH3:32])=[CH:29][CH:30]=5)[CH2:23][CH2:24]4)[C:15]([CH3:18])=[C:16]([CH3:17])[C:11]=3[O:10][C:9]2([CH3:35])[CH3:34])[CH2:7][CH2:6][CH2:5][CH2:4][CH2:3]1, predict the reactants needed to synthesize it. The reactants are: [ClH:1].[CH:2]1([C:8]2(O)[C:12]3[C:13]([CH3:33])=[C:14]([N:19]4[CH2:24][CH2:23][N:22]([C:25]5[CH:30]=[CH:29][C:28]([O:31][CH3:32])=[CH:27][CH:26]=5)[CH2:21][CH2:20]4)[C:15]([CH3:18])=[C:16]([CH3:17])[C:11]=3[O:10][C:9]2([CH3:35])[CH3:34])[CH2:7][CH2:6][CH2:5][CH2:4][CH2:3]1. (6) The reactants are: ClCI.[Br:4][C:5]1[CH:6]=[C:7]([C:19]([OH:22])=[CH:20][N:21]=1)[C:8]([NH:10][CH2:11][C:12]1[CH:17]=[CH:16][C:15]([F:18])=[CH:14][CH:13]=1)=[O:9].[C:23]([O-])([O-])=O.[Cs+].[Cs+].O. Given the product [Br:4][C:5]1[N:21]=[CH:20][C:19]2[O:22][CH2:23][N:10]([CH2:11][C:12]3[CH:13]=[CH:14][C:15]([F:18])=[CH:16][CH:17]=3)[C:8](=[O:9])[C:7]=2[CH:6]=1, predict the reactants needed to synthesize it.